This data is from Full USPTO retrosynthesis dataset with 1.9M reactions from patents (1976-2016). The task is: Predict the reactants needed to synthesize the given product. (1) Given the product [ClH:17].[NH2:2][CH2:1][CH:3]([C:8]1[CH:13]=[CH:12][CH:11]=[C:10]([O:14][CH3:15])[CH:9]=1)[C:4]([O:6][CH3:7])=[O:5], predict the reactants needed to synthesize it. The reactants are: [C:1]([CH:3]([C:8]1[CH:13]=[CH:12][CH:11]=[C:10]([O:14][CH3:15])[CH:9]=1)[C:4]([O:6][CH3:7])=[O:5])#[N:2].C(Cl)(Cl)[Cl:17]. (2) Given the product [F:27][C:28]1[CH:29]=[C:30]2[C:34](=[CH:35][CH:36]=1)[N:33]([C:2]1[CH:7]=[CH:6][N:5]=[C:4]([NH:8][C:9]3[CH:14]=[CH:13][C:12]([S:15]([N:18]([CH3:26])[CH:19]4[CH2:24][CH2:23][N:22]([CH3:25])[CH2:21][CH2:20]4)(=[O:17])=[O:16])=[CH:11][CH:10]=3)[N:3]=1)[CH2:32][CH2:31]2, predict the reactants needed to synthesize it. The reactants are: Cl[C:2]1[CH:7]=[CH:6][N:5]=[C:4]([NH:8][C:9]2[CH:14]=[CH:13][C:12]([S:15]([N:18]([CH3:26])[CH:19]3[CH2:24][CH2:23][N:22]([CH3:25])[CH2:21][CH2:20]3)(=[O:17])=[O:16])=[CH:11][CH:10]=2)[N:3]=1.[F:27][C:28]1[CH:29]=[C:30]2[C:34](=[CH:35][CH:36]=1)[NH:33][CH2:32][CH2:31]2. (3) Given the product [CH2:32]([N:29]1[CH:28]=[C:27]([CH2:26][N:10]([C:7]2[CH:6]=[CH:5][C:4]([CH:1]([CH3:3])[CH3:2])=[CH:9][CH:8]=2)[C:11]([CH:13]2[C:22]3[C:17](=[C:18]([N+:23]([O-:25])=[O:24])[CH:19]=[CH:20][CH:21]=3)[O:16][CH2:15][CH2:14]2)=[O:12])[CH:31]=[N:30]1)[CH3:33], predict the reactants needed to synthesize it. The reactants are: [CH:1]([C:4]1[CH:9]=[CH:8][C:7]([N:10]([CH2:26][C:27]2[CH:28]=[N:29][NH:30][CH:31]=2)[C:11]([CH:13]2[C:22]3[C:17](=[C:18]([N+:23]([O-:25])=[O:24])[CH:19]=[CH:20][CH:21]=3)[O:16][CH2:15][CH2:14]2)=[O:12])=[CH:6][CH:5]=1)([CH3:3])[CH3:2].[CH2:32](I)[CH3:33].